This data is from Catalyst prediction with 721,799 reactions and 888 catalyst types from USPTO. The task is: Predict which catalyst facilitates the given reaction. (1) Reactant: C[C:2]1[CH:7]=[CH:6][C:5]([N+:8]([O-])=O)=[CH:4][C:3]=1[S:11]([N:14]([CH3:16])[CH3:15])(=[O:13])=[O:12].[CH2:17](O)C. Product: [NH2:8][C:5]1[C:4]([CH3:17])=[C:3]([S:11]([N:14]([CH3:15])[CH3:16])(=[O:12])=[O:13])[CH:2]=[CH:7][CH:6]=1. The catalyst class is: 45. (2) Reactant: [NH2:1][CH2:2][CH2:3][CH2:4][C:5]([OH:7])=[O:6].[OH-].[Na+].[CH3:10][C:11]([O:14][C:15](O[C:15]([O:14][C:11]([CH3:13])([CH3:12])[CH3:10])=[O:16])=[O:16])([CH3:13])[CH3:12]. Product: [C:11]([O:14][C:15]([NH:1][CH2:2][CH2:3][CH2:4][C:5]([OH:7])=[O:6])=[O:16])([CH3:13])([CH3:12])[CH3:10]. The catalyst class is: 127. (3) Reactant: C(OC([NH:8][C:9]1[CH:14]=[CH:13][CH:12]=[CH:11][C:10]=1[NH:15][C:16](=[O:28])[C:17]1[CH:22]=[CH:21][C:20]([C:23]2[CH:27]=[CH:26][O:25][CH:24]=2)=[N:19][CH:18]=1)=O)(C)(C)C.Cl. Product: [NH2:8][C:9]1[CH:14]=[CH:13][CH:12]=[CH:11][C:10]=1[NH:15][C:16](=[O:28])[C:17]1[CH:22]=[CH:21][C:20]([C:23]2[CH:27]=[CH:26][O:25][CH:24]=2)=[N:19][CH:18]=1. The catalyst class is: 12.